Dataset: Full USPTO retrosynthesis dataset with 1.9M reactions from patents (1976-2016). Task: Predict the reactants needed to synthesize the given product. (1) Given the product [NH2:14][C:15]1[CH:20]=[CH:19][CH:18]=[CH:17][C:16]=1[O:21][C:11]1[CH:10]=[CH:9][CH:8]=[C:5]([C:6]#[N:7])[C:4]=1[C:12]#[N:13], predict the reactants needed to synthesize it. The reactants are: [N+]([C:4]1([C:12]#[N:13])[CH:11]=[CH:10][CH:9]=[CH:8][CH:5]1[C:6]#[N:7])([O-])=O.[NH2:14][C:15]1[CH:20]=[CH:19][CH:18]=[CH:17][C:16]=1[OH:21]. (2) Given the product [CH2:2]([N:9]1[CH2:10][C:11]([C:46]2[S:47][CH:48]=[CH:49][C:45]=2[CH3:44])=[C:12]([C:15]([O:17][CH2:18][CH3:19])=[O:16])[CH2:13][CH2:14]1)[C:3]1[CH:8]=[CH:7][CH:6]=[CH:5][CH:4]=1, predict the reactants needed to synthesize it. The reactants are: Cl.[CH2:2]([N:9]1[CH2:14][CH2:13][CH:12]([C:15]([O:17][CH2:18][CH3:19])=[O:16])[C:11](=O)[CH2:10]1)[C:3]1[CH:8]=[CH:7][CH:6]=[CH:5][CH:4]=1.[H-].[Na+].C1C=CC(N(S(C(F)(F)F)(=O)=O)S(C(F)(F)F)(=O)=O)=CC=1.[CH3:44][C:45]1[CH:49]=[CH:48][S:47][C:46]=1B(O)O.C(=O)([O-])[O-].[K+].[K+]. (3) Given the product [OH:14][C:13]1[C:4]([C:2](=[S:35])[CH3:1])=[CH:5][C:6]2[C:7]([CH3:18])([CH3:17])[CH2:8][CH2:9][C:10]([CH3:16])([CH3:15])[C:11]=2[CH:12]=1, predict the reactants needed to synthesize it. The reactants are: [CH3:1][C:2]([C:4]1[C:13]([OH:14])=[CH:12][C:11]2[C:10]([CH3:16])([CH3:15])[CH2:9][CH2:8][C:7]([CH3:18])([CH3:17])[C:6]=2[CH:5]=1)=O.C1(C)C=CC=CC=1.COC1C=CC(P2(SP(C3C=CC(OC)=CC=3)(=S)S2)=[S:35])=CC=1. (4) Given the product [F:37][C:32]1[CH:33]=[CH:34][CH:35]=[CH:36][C:31]=1[C:21]1[O:20][C:16]2[N:17]=[CH:18][N:19]=[C:14]([O:13][C@H:11]([CH3:12])[CH2:10][CH2:9][CH2:8][CH2:7][C:6]([OH:38])=[O:5])[C:15]=2[C:22]=1[C:23]1[CH:28]=[CH:27][C:26]([O:29][CH3:30])=[CH:25][CH:24]=1, predict the reactants needed to synthesize it. The reactants are: C([O:5][C:6](=[O:38])[CH2:7][CH2:8][CH2:9][CH2:10][C@H:11]([O:13][C:14]1[C:15]2[C:22]([C:23]3[CH:28]=[CH:27][C:26]([O:29][CH3:30])=[CH:25][CH:24]=3)=[C:21]([C:31]3[CH:36]=[CH:35][CH:34]=[CH:33][C:32]=3[F:37])[O:20][C:16]=2[N:17]=[CH:18][N:19]=1)[CH3:12])(C)(C)C. (5) Given the product [NH2:1][C:4]1[CH:9]=[CH:8][C:7]([S:10]([NH:13][C:14]2[CH:19]=[C:18]([C:20]3[CH:25]=[CH:24][CH:23]=[CH:22][CH:21]=3)[N:17]=[CH:16][N:15]=2)(=[O:12])=[O:11])=[CH:6][CH:5]=1, predict the reactants needed to synthesize it. The reactants are: [N+:1]([C:4]1[CH:9]=[CH:8][C:7]([S:10]([NH:13][C:14]2[CH:19]=[C:18]([C:20]3[CH:25]=[CH:24][CH:23]=[CH:22][CH:21]=3)[N:17]=[CH:16][N:15]=2)(=[O:12])=[O:11])=[CH:6][CH:5]=1)([O-])=O.O. (6) Given the product [CH2:1]([CH:3]([CH2:15][CH2:16][CH2:17][CH3:18])[CH2:4][O:5][C:6]([CH:7]1[CH2:12][CH2:11][CH2:10][CH2:9][CH:8]1[OH:13])=[O:14])[CH3:2], predict the reactants needed to synthesize it. The reactants are: [CH2:1]([CH:3]([CH2:15][CH2:16][CH2:17][CH3:18])[CH2:4][O:5][C:6](=[O:14])[C:7]1[CH:12]=[CH:11][CH:10]=[CH:9][C:8]=1[OH:13])[CH3:2].[3H][3H]. (7) Given the product [CH3:20][N:3]1[CH2:4][CH2:5][C:6]2([CH2:11][CH2:10][N:9]([C:12]([O:14][C:15]([CH3:18])([CH3:17])[CH3:16])=[O:13])[CH2:8][CH2:7]2)[C:2]1=[O:1], predict the reactants needed to synthesize it. The reactants are: [O:1]=[C:2]1[C:6]2([CH2:11][CH2:10][N:9]([C:12]([O:14][C:15]([CH3:18])([CH3:17])[CH3:16])=[O:13])[CH2:8][CH2:7]2)[CH2:5][CH2:4][NH:3]1.I[CH3:20].[H-].[Na+].